From a dataset of Catalyst prediction with 721,799 reactions and 888 catalyst types from USPTO. Predict which catalyst facilitates the given reaction. (1) Reactant: [OH:1][CH:2]([C:17]1[CH:22]=[CH:21][CH:20]=[CH:19][CH:18]=1)[CH2:3][C:4]([NH:6][CH2:7][C:8]1[CH:13]=[CH:12][CH:11]=[CH:10][C:9]=1[N+:14]([O-:16])=[O:15])=O.O1CCCC1.O1CCCC1.B.CO. Product: [N+:14]([C:9]1[CH:10]=[CH:11][CH:12]=[CH:13][C:8]=1[CH2:7][NH:6][CH2:4][CH2:3][CH:2]([C:17]1[CH:18]=[CH:19][CH:20]=[CH:21][CH:22]=1)[OH:1])([O-:16])=[O:15]. The catalyst class is: 7. (2) Reactant: [C:1]([CH:3]1[C:12]([C:13]2[CH:14]=[N:15][CH:16]=[C:17]([CH3:19])[CH:18]=2)=[C:11]2[C:6](=[C:7]3[CH:22]=[CH:21][N:20]=[C:8]3[CH:9]=[CH:10]2)[O:5][C:4]1=N)#[N:2].[OH-:24].[Na+]. Product: [C:1]([CH:3]1[C:12]([C:13]2[CH:14]=[N:15][CH:16]=[C:17]([CH3:19])[CH:18]=2)=[C:11]2[C:6](=[C:7]3[CH:22]=[CH:21][N:20]=[C:8]3[CH:9]=[CH:10]2)[O:5][C:4]1=[O:24])#[N:2]. The catalyst class is: 126. (3) Reactant: C([O:8][C:9]1[CH:18]=[C:17]2[C:12]([C:13]([O:19][C:20]3[CH:25]=[CH:24][C:23]([O:26][CH3:27])=[CH:22][C:21]=3[C:28](=[O:30])[CH3:29])=[CH:14][CH:15]=[N:16]2)=[CH:11][C:10]=1[O:31][CH3:32])C1C=CC=CC=1.CS(O)(=O)=O. Product: [OH:8][C:9]1[CH:18]=[C:17]2[C:12]([C:13]([O:19][C:20]3[CH:25]=[CH:24][C:23]([O:26][CH3:27])=[CH:22][C:21]=3[C:28](=[O:30])[CH3:29])=[CH:14][CH:15]=[N:16]2)=[CH:11][C:10]=1[O:31][CH3:32]. The catalyst class is: 55. (4) Reactant: [Br:1][C:2]1[CH:3]=[CH:4][C:5]([N+:25]([O-])=O)=[C:6]([NH:8][CH:9]2[CH2:14][CH2:13][N:12]([C@H:15]3[CH2:20][CH2:19][C@H:18]([O:21][CH2:22][CH2:23][CH3:24])[CH2:17][CH2:16]3)[CH2:11][CH2:10]2)[CH:7]=1.O.NN. Product: [Br:1][C:2]1[CH:7]=[C:6]([NH:8][CH:9]2[CH2:14][CH2:13][N:12]([C@H:15]3[CH2:20][CH2:19][C@H:18]([O:21][CH2:22][CH2:23][CH3:24])[CH2:17][CH2:16]3)[CH2:11][CH2:10]2)[C:5]([NH2:25])=[CH:4][CH:3]=1. The catalyst class is: 171. (5) Reactant: [CH3:1][C:2]1[N:7]=[C:6]([NH2:8])[CH:5]=[CH:4][C:3]=1[N+:9]([O-:11])=[O:10].CO[CH:14](OC)[N:15]([CH3:17])[CH3:16]. Product: [CH3:14][N:15]([CH3:17])/[CH:16]=[CH:1]/[C:2]1[N:7]=[C:6](/[N:8]=[CH:14]/[N:15]([CH3:17])[CH3:16])[CH:5]=[CH:4][C:3]=1[N+:9]([O-:11])=[O:10]. The catalyst class is: 3. (6) Reactant: Cl[C:2]([O:4][CH3:5])=[O:3].[NH:6]1[CH2:9][CH:8]([N:10]2[C:18]([C:19]3[CH:24]=[CH:23][CH:22]=[CH:21][C:20]=3[Cl:25])=[N:17][C:16]3[C:11]2=[N:12][C:13]([CH3:34])=[N:14][C:15]=3[N:26]2[CH2:31][CH2:30][N:29]([CH2:32][CH3:33])[CH2:28][CH2:27]2)[CH2:7]1.N1C=CC=CC=1. Product: [CH3:5][O:4][C:2]([N:6]1[CH2:7][CH:8]([N:10]2[C:18]([C:19]3[CH:24]=[CH:23][CH:22]=[CH:21][C:20]=3[Cl:25])=[N:17][C:16]3[C:11]2=[N:12][C:13]([CH3:34])=[N:14][C:15]=3[N:26]2[CH2:27][CH2:28][N:29]([CH2:32][CH3:33])[CH2:30][CH2:31]2)[CH2:9]1)=[O:3]. The catalyst class is: 4.